Dataset: Peptide-MHC class II binding affinity with 134,281 pairs from IEDB. Task: Regression. Given a peptide amino acid sequence and an MHC pseudo amino acid sequence, predict their binding affinity value. This is MHC class II binding data. (1) The peptide sequence is GHGCAQPAMERRKHI. The MHC is DRB1_0405 with pseudo-sequence DRB1_0405. The binding affinity (normalized) is 0.0637. (2) The peptide sequence is AAVVRFQEAANKQKQ. The MHC is DRB1_0802 with pseudo-sequence DRB1_0802. The binding affinity (normalized) is 0.301. (3) The peptide sequence is SCWAFSGVAATESAY. The MHC is DRB3_0101 with pseudo-sequence DRB3_0101. The binding affinity (normalized) is 0. (4) The peptide sequence is IVDMKILNHLIHKQN. The MHC is HLA-DPA10103-DPB10401 with pseudo-sequence HLA-DPA10103-DPB10401. The binding affinity (normalized) is 0.251. (5) The peptide sequence is GSDEKNLALSIKYNK. The MHC is HLA-DQA10201-DQB10202 with pseudo-sequence HLA-DQA10201-DQB10202. The binding affinity (normalized) is 0.179. (6) The MHC is HLA-DQA10501-DQB10301 with pseudo-sequence HLA-DQA10501-DQB10301. The binding affinity (normalized) is 0.780. The peptide sequence is KQAYAATVATAPEVK. (7) The peptide sequence is YDKFLANVSTVLTGI. The MHC is DRB3_0202 with pseudo-sequence DRB3_0202. The binding affinity (normalized) is 0.928. (8) The peptide sequence is RPAEVRKVCYNAVLT. The MHC is DRB1_0301 with pseudo-sequence DRB1_0301. The binding affinity (normalized) is 0.561.